Predict the product of the given reaction. From a dataset of Forward reaction prediction with 1.9M reactions from USPTO patents (1976-2016). (1) Given the reactants [Cl:1][C:2]1[CH:3]=[C:4]2[O:10][C:9](C(OCC)=O)=[C:8]([OH:16])[C:5]2=[N:6][CH:7]=1.Cl.C([O-])(O)=O.[Na+], predict the reaction product. The product is: [Cl:1][C:2]1[CH:3]=[C:4]2[O:10][CH2:9][C:8](=[O:16])[C:5]2=[N:6][CH:7]=1. (2) Given the reactants C([Li])CCC.[C:6]1([S:12]([C@H:15]([CH3:21])[C@H:16]([CH3:20])[CH2:17][CH2:18][OH:19])(=[O:14])=[O:13])[CH:11]=[CH:10][CH:9]=[CH:8][CH:7]=1, predict the reaction product. The product is: [C:6]1([S:12]([C@@H:15]([CH3:21])[C@H:16]([CH3:20])[CH2:17][CH2:18][OH:19])(=[O:13])=[O:14])[CH:7]=[CH:8][CH:9]=[CH:10][CH:11]=1. (3) Given the reactants [N:1]1[CH:6]=[CH:5][CH:4]=[C:3]([C:7]2[CH:15]=[CH:14][CH:13]=[C:12]3[C:8]=2[C:9]([NH2:16])=[N:10][NH:11]3)[CH:2]=1.CC1(C)OC(=O)[CH:21]([C:25]([CH:27]2[CH2:32][CH2:31][N:30]([C:33]([O:35][C:36]([CH3:39])([CH3:38])[CH3:37])=[O:34])[CH2:29][CH2:28]2)=O)[C:20](=O)[O:19]1.P([O-])([O-])([O-])=O.[K+].[K+].[K+], predict the reaction product. The product is: [O:19]=[C:20]1[CH:21]=[C:25]([CH:27]2[CH2:32][CH2:31][N:30]([C:33]([O:35][C:36]([CH3:39])([CH3:38])[CH3:37])=[O:34])[CH2:29][CH2:28]2)[N:10]2[N:11]=[C:12]3[C:8]([C:7]([C:3]4[CH:2]=[N:1][CH:6]=[CH:5][CH:4]=4)=[CH:15][CH:14]=[CH:13]3)=[C:9]2[NH:16]1.